This data is from Reaction yield outcomes from USPTO patents with 853,638 reactions. The task is: Predict the reaction yield, written as a fraction of the theoretical maximum amount of product (1.0 means a 100% yield; for example, 0.34 means a 34% yield). (1) The reactants are [OH:1][CH2:2][CH2:3][C:4]1[CH:9]=[CH:8][C:7]([OH:10])=[CH:6][CH:5]=1.Cl[C:12]1[N:17]=[CH:16][C:15]([Cl:18])=[CH:14][N:13]=1.C([O-])([O-])=O.[K+].[K+]. The catalyst is CN(C=O)C. The product is [Cl:18][C:15]1[CH:14]=[N:13][C:12]([O:10][C:7]2[CH:8]=[CH:9][C:4]([CH2:3][CH2:2][OH:1])=[CH:5][CH:6]=2)=[N:17][CH:16]=1. The yield is 0.900. (2) The reactants are [CH2:1]([N:8]1[CH2:13][CH2:12][C:11]([N:21]([C:25]2[CH:30]=[CH:29][CH:28]=[CH:27][CH:26]=2)[C:22](=[O:24])[CH3:23])([C:14]2[CH:19]=[CH:18][CH:17]=[C:16]([CH3:20])[N:15]=2)[CH2:10][CH2:9]1)[C:2]1[CH:7]=[CH:6][CH:5]=[CH:4][CH:3]=1.[C:31]([OH:36])(=[O:35])[C:32]([OH:34])=[O:33]. The yield is 0.440. The product is [C:31]([OH:36])(=[O:35])[C:32]([OH:34])=[O:33].[CH2:1]([N:8]1[CH2:9][CH2:10][C:11]([N:21]([C:25]2[CH:30]=[CH:29][CH:28]=[CH:27][CH:26]=2)[C:22](=[O:24])[CH3:23])([C:14]2[CH:19]=[CH:18][CH:17]=[C:16]([CH3:20])[N:15]=2)[CH2:12][CH2:13]1)[C:2]1[CH:7]=[CH:6][CH:5]=[CH:4][CH:3]=1. The catalyst is C(OCC)(=O)C.C(O)(C)C. (3) The reactants are [CH3:1][NH:2][CH2:3][CH2:4][C@H:5]([O:11][C:12]1[C:21]2[C:16](=[CH:17][CH:18]=[CH:19][CH:20]=2)[CH:15]=[CH:14][CH:13]=1)[C:6]1[S:10][CH:9]=[CH:8][CH:7]=1.[ClH:22].C(O)(C)C. The catalyst is C(O)(C)C. The product is [CH3:1][NH:2][CH2:3][CH2:4][C@H:5]([O:11][C:12]1[C:21]2[C:16](=[CH:17][CH:18]=[CH:19][CH:20]=2)[CH:15]=[CH:14][CH:13]=1)[C:6]1[S:10][CH:9]=[CH:8][CH:7]=1.[ClH:22]. The yield is 0.616. (4) The reactants are [CH3:1][C:2]([S:7]([CH2:10][CH2:11][CH2:12][C:13]([F:16])([F:15])[F:14])(=[O:9])=[O:8])([CH3:6])[C:3]([OH:5])=O.S(Cl)(Cl)=O.CN(C=O)C.CCN(C(C)C)C(C)C.[NH2:35][C:36]1[O:40][N:39]=[C:38]([C:41]([CH3:45])([CH3:44])[C:42]#[N:43])[CH:37]=1. The catalyst is C1(C)C=CC=CC=1. The product is [C:42]([C:41]([CH3:45])([CH3:44])[C:38]1[CH:37]=[C:36]([NH:35][C:3](=[O:5])[C:2]([CH3:1])([S:7]([CH2:10][CH2:11][CH2:12][C:13]([F:16])([F:15])[F:14])(=[O:9])=[O:8])[CH3:6])[O:40][N:39]=1)#[N:43]. The yield is 0.520. (5) The reactants are Br[C:2]1[CH:3]=[C:4]2[C:8](=[CH:9][CH:10]=1)[NH:7][N:6]=[C:5]2[C:11]1[CH:16]=[CH:15][C:14]([F:17])=[CH:13][CH:12]=1.[N+:18]([C:21]1[CH:22]=[C:23]([CH:26]=[CH:27][CH:28]=1)[CH:24]=[CH2:25])([O-:20])=[O:19]. No catalyst specified. The product is [N+:18]([C:21]1[CH:22]=[C:23](/[CH:24]=[CH:25]/[C:2]2[CH:3]=[C:4]3[C:8](=[CH:9][CH:10]=2)[NH:7][N:6]=[C:5]3[C:11]2[CH:16]=[CH:15][C:14]([F:17])=[CH:13][CH:12]=2)[CH:26]=[CH:27][CH:28]=1)([O-:20])=[O:19]. The yield is 0.520. (6) The reactants are [CH3:1][CH:2]([O:4][C:5]([NH:7][CH2:8][C:9]([OH:11])=O)=[O:6])[CH3:3].C(N1C=CN=C1)(N1C=CN=C1)=O.[NH2:24][C:25]([CH3:38])([CH3:37])[CH2:26][NH:27][C:28](=[O:36])[C:29]1[CH:34]=[CH:33][C:32]([CH3:35])=[CH:31][CH:30]=1. The catalyst is C1COCC1. The product is [CH3:38][C:25]([NH:24][C:9](=[O:11])[CH2:8][NH:7][C:5]([O:4][CH:2]([CH3:1])[CH3:3])=[O:6])([CH3:37])[CH2:26][NH:27][C:28](=[O:36])[C:29]1[CH:34]=[CH:33][C:32]([CH3:35])=[CH:31][CH:30]=1. The yield is 0.690. (7) The reactants are Br[C:2]1[CH:10]=[C:9]([C:11]([F:14])([F:13])[F:12])[CH:8]=[C:7]2[C:3]=1[CH:4]=[N:5][NH:6]2.[Cl:15][C:16]1[N:21]=[C:20]([CH3:22])[C:19](B(O)O)=[CH:18][CH:17]=1. The catalyst is O1CCOCC1.C([O-])(O)=O.[Na+].C1C=CC(P(C2C=CC=CC=2)[C-]2C=CC=C2)=CC=1.C1C=CC(P(C2C=CC=CC=2)[C-]2C=CC=C2)=CC=1.Cl[Pd]Cl.[Fe+2]. The product is [Cl:15][C:16]1[N:21]=[C:20]([CH3:22])[C:19]([C:2]2[CH:10]=[C:9]([C:11]([F:14])([F:13])[F:12])[CH:8]=[C:7]3[C:3]=2[CH:4]=[N:5][NH:6]3)=[CH:18][CH:17]=1. The yield is 0.760. (8) The reactants are [CH3:1][C:2]1[CH:3]=[CH:4][C:5]([NH:8][C:9]([NH2:11])=[S:10])=[N:6][CH:7]=1.Br[CH2:13][C:14]([C:16]1[CH:21]=[CH:20][C:19]([O:22][C:23]([F:26])([F:25])[F:24])=[CH:18][CH:17]=1)=O. No catalyst specified. The product is [CH3:1][C:2]1[CH:3]=[CH:4][C:5]([NH:8][C:9]2[S:10][CH:13]=[C:14]([C:16]3[CH:17]=[CH:18][C:19]([O:22][C:23]([F:24])([F:25])[F:26])=[CH:20][CH:21]=3)[N:11]=2)=[N:6][CH:7]=1. The yield is 0.560. (9) The reactants are [CH3:1][O:2][C:3](=[O:16])[C@@H:4]([NH:8][C:9]([O:11][C:12]([CH3:15])([CH3:14])[CH3:13])=[O:10])[CH2:5][CH2:6]I.[CH3:17][O:18][CH2:19][CH2:20][NH:21][CH3:22].C(N(CC)CC)C. The catalyst is O1CCOCC1. The product is [CH3:1][O:2][C:3](=[O:16])[C@@H:4]([NH:8][C:9]([O:11][C:12]([CH3:15])([CH3:14])[CH3:13])=[O:10])[CH2:5][CH2:6][N:21]([CH2:20][CH2:19][O:18][CH3:17])[CH3:22]. The yield is 0.490. (10) The reactants are [C:1]([OH:10])(=[O:9])/[CH:2]=[CH:3]\[CH:4]=[CH:5]\[C:6]([OH:8])=[O:7].II. The catalyst is C1COCC1. The product is [C:1]([OH:10])(=[O:9])/[CH:2]=[CH:3]/[CH:4]=[CH:5]/[C:6]([OH:8])=[O:7]. The yield is 0.860.